Dataset: NCI-60 drug combinations with 297,098 pairs across 59 cell lines. Task: Regression. Given two drug SMILES strings and cell line genomic features, predict the synergy score measuring deviation from expected non-interaction effect. (1) Drug 1: CCCCCOC(=O)NC1=NC(=O)N(C=C1F)C2C(C(C(O2)C)O)O. Drug 2: N.N.Cl[Pt+2]Cl. Cell line: ACHN. Synergy scores: CSS=56.5, Synergy_ZIP=-2.51, Synergy_Bliss=1.40, Synergy_Loewe=-10.4, Synergy_HSA=1.39. (2) Drug 1: CCN(CC)CCNC(=O)C1=C(NC(=C1C)C=C2C3=C(C=CC(=C3)F)NC2=O)C. Drug 2: COC1=C2C(=CC3=C1OC=C3)C=CC(=O)O2. Cell line: SK-MEL-5. Synergy scores: CSS=7.25, Synergy_ZIP=-3.22, Synergy_Bliss=-5.74, Synergy_Loewe=-1.62, Synergy_HSA=-4.00. (3) Drug 1: COC1=C(C=C2C(=C1)N=CN=C2NC3=CC(=C(C=C3)F)Cl)OCCCN4CCOCC4. Drug 2: CC12CCC3C(C1CCC2O)C(CC4=C3C=CC(=C4)O)CCCCCCCCCS(=O)CCCC(C(F)(F)F)(F)F. Cell line: T-47D. Synergy scores: CSS=30.2, Synergy_ZIP=-2.67, Synergy_Bliss=-2.40, Synergy_Loewe=5.15, Synergy_HSA=5.29.